Dataset: Catalyst prediction with 721,799 reactions and 888 catalyst types from USPTO. Task: Predict which catalyst facilitates the given reaction. (1) Reactant: [C:1]([C:5]1[CH:10]=[CH:9][C:8]([NH:11][C:12](=[O:29])[C:13]2[CH:18]=[CH:17][C:16]([OH:19])=[C:15]([N:20]([C:22]3[C:27]([Cl:28])=[CH:26][CH:25]=[CH:24][N:23]=3)[CH3:21])[CH:14]=2)=[CH:7][CH:6]=1)([CH3:4])([CH3:3])[CH3:2].C(=O)([O-])[O-].[K+].[K+].Br[CH2:37][C:38]([O:40][CH3:41])=[O:39]. Product: [C:1]([C:5]1[CH:10]=[CH:9][C:8]([NH:11][C:12](=[O:29])[C:13]2[CH:18]=[CH:17][C:16]([O:19][CH2:37][C:38]([O:40][CH3:41])=[O:39])=[C:15]([N:20]([C:22]3[C:27]([Cl:28])=[CH:26][CH:25]=[CH:24][N:23]=3)[CH3:21])[CH:14]=2)=[CH:7][CH:6]=1)([CH3:4])([CH3:2])[CH3:3]. The catalyst class is: 9. (2) Reactant: [S:1]1[C:5]2[CH:6]=[CH:7][CH:8]=[CH:9][C:4]=2[C:3]([CH2:10][C:11](O)=[O:12])=[CH:2]1.[H-].[Al+3].[Li+].[H-].[H-].[H-]. Product: [S:1]1[C:5]2[CH:6]=[CH:7][CH:8]=[CH:9][C:4]=2[C:3]([CH2:10][CH2:11][OH:12])=[CH:2]1. The catalyst class is: 7. (3) Reactant: C(OC([N:8]1[C:17]2[C:12](=[CH:13][CH:14]=[CH:15][CH:16]=2)[N:11]([C:18]2[CH:23]=[CH:22][C:21]([N:24]3[CH2:29][CH2:28][N:27]([CH2:30][CH2:31][S:32]([CH3:35])(=[O:34])=[O:33])[CH2:26][CH2:25]3)=[CH:20][N:19]=2)[CH2:10][CH2:9]1)=O)(C)(C)C.Cl. Product: [CH3:35][S:32]([CH2:31][CH2:30][N:27]1[CH2:28][CH2:29][N:24]([C:21]2[CH:22]=[CH:23][C:18]([N:11]3[C:12]4[C:17](=[CH:16][CH:15]=[CH:14][CH:13]=4)[NH:8][CH2:9][CH2:10]3)=[N:19][CH:20]=2)[CH2:25][CH2:26]1)(=[O:34])=[O:33]. The catalyst class is: 12. (4) Reactant: [Cl:1][C:2]1[N:7]=[C:6](Cl)[C:5]([Cl:9])=[CH:4][N:3]=1.[OH-:10].[Na+]. Product: [Cl:1][C:2]1[N:7]=[C:6]([OH:10])[C:5]([Cl:9])=[CH:4][N:3]=1. The catalyst class is: 1. (5) Reactant: [CH3:1][O:2][C:3]1([O:31][CH3:32])[CH2:20][CH2:19][C:18]2[C@@H:17]3[C@H:8]([C@H:9]4[C@@:13]([CH2:15][CH2:16]3)([CH3:14])[C@@H:12]([O:21][Si:22]([C:25]([CH3:28])([CH3:27])[CH3:26])([CH3:24])[CH3:23])[CH2:11][CH2:10]4)[C@H:7]([C:29]#[CH:30])[CH2:6][C:5]=2[CH2:4]1.[Li][CH2:34]CCC.IC.O. Product: [CH3:32][O:31][C:3]1([O:2][CH3:1])[CH2:20][CH2:19][C:18]2[C@@H:17]3[C@H:8]([C@H:9]4[C@@:13]([CH2:15][CH2:16]3)([CH3:14])[C@@H:12]([O:21][Si:22]([C:25]([CH3:26])([CH3:27])[CH3:28])([CH3:24])[CH3:23])[CH2:11][CH2:10]4)[C@H:7]([C:29]#[C:30][CH3:34])[CH2:6][C:5]=2[CH2:4]1. The catalyst class is: 7. (6) Reactant: [CH:1]1([C:7]2[C:8](C3CCCCC3)=[C:9]([CH:13]3[CH2:18][CH2:17][CH2:16][CH2:15][CH2:14]3)[CH:10]=[CH:11][CH:12]=2)[CH2:6][CH2:5][CH2:4][CH2:3][CH2:2]1.Cl[S:26]([OH:29])(=[O:28])=[O:27].[OH-].[Na+:31].[CH2:32](O)[CH3:33]. Product: [CH:13]1([C:9]2([S:26]([O-:29])(=[O:28])=[O:27])[CH:8]=[C:7]([CH:1]3[CH2:6][CH2:5][CH2:4][CH2:3][CH2:2]3)[CH:12]=[C:11]([CH:33]3[CH2:32][CH2:3][CH2:2][CH2:1][CH2:6]3)[CH2:10]2)[CH2:14][CH2:15][CH2:16][CH2:17][CH2:18]1.[Na+:31]. The catalyst class is: 2. (7) Reactant: [O:1]=[C:2]1[C:10]2[C:5](=[CH:6][CH:7]=[CH:8][CH:9]=2)[C:4](=[O:11])[N:3]1[CH2:12][C@H:13]1[CH2:18][C@@H:17]([OH:19])[CH2:16][N:15]([C:20]([O:22][CH2:23][C:24]2[CH:29]=[CH:28][CH:27]=[CH:26][CH:25]=2)=[O:21])[CH2:14]1.I[CH3:31]. Product: [O:1]=[C:2]1[C:10]2[C:5](=[CH:6][CH:7]=[CH:8][CH:9]=2)[C:4](=[O:11])[N:3]1[CH2:12][C@H:13]1[CH2:18][C@@H:17]([O:19][CH3:31])[CH2:16][N:15]([C:20]([O:22][CH2:23][C:24]2[CH:25]=[CH:26][CH:27]=[CH:28][CH:29]=2)=[O:21])[CH2:14]1. The catalyst class is: 2.